From a dataset of Catalyst prediction with 721,799 reactions and 888 catalyst types from USPTO. Predict which catalyst facilitates the given reaction. (1) Reactant: Cl[C:2]1[N:7]=[C:6](Cl)[C:5]([N+:9]([O-:11])=[O:10])=[C:4]([CH3:12])[N:3]=1.C(N(CC)CC)C.[NH2:20][CH2:21][CH2:22][O:23][CH2:24][C:25]([O:27][C:28]([CH3:31])([CH3:30])[CH3:29])=[O:26].[CH2:32]([O:39][C:40]1[CH:41]=[C:42](B(O)O)[CH:43]=[CH:44][CH:45]=1)[C:33]1[CH:38]=[CH:37][CH:36]=[CH:35][CH:34]=1.C([O-])([O-])=O.[Na+].[Na+]. Product: [CH2:32]([O:39][C:40]1[CH:45]=[C:44]([C:2]2[N:7]=[C:6]([NH:20][CH2:21][CH2:22][O:23][CH2:24][C:25]([O:27][C:28]([CH3:31])([CH3:30])[CH3:29])=[O:26])[C:5]([N+:9]([O-:11])=[O:10])=[C:4]([CH3:12])[N:3]=2)[CH:43]=[CH:42][CH:41]=1)[C:33]1[CH:38]=[CH:37][CH:36]=[CH:35][CH:34]=1. The catalyst class is: 532. (2) The catalyst class is: 72. Reactant: [CH3:1][N:2]1[C:6]2=[N:7][CH:8]=[C:9]([C:11]([F:14])([F:13])[F:12])[CH:10]=[C:5]2[N:4]=[C:3]1[C:15]1[CH:20]=[CH:19][CH:18]=[CH:17][C:16]=1[S:21][CH3:22].I([O-])(=O)(=O)=[O:24].[Na+].C(=O)([O-])O.[Na+].S([O-])([O-])(=O)=S.[Na+].[Na+]. Product: [CH3:22][S:21]([C:16]1[CH:17]=[CH:18][CH:19]=[CH:20][C:15]=1[C:3]1[N:2]([CH3:1])[C:6]2=[N:7][CH:8]=[C:9]([C:11]([F:14])([F:13])[F:12])[CH:10]=[C:5]2[N:4]=1)=[O:24]. (3) Reactant: [Si](OCCC1N=CN(C(C2C=CC=CC=2)(C2C=CC=CC=2)C2C=CC=CC=2)C=1)(C(C)(C)C)(C)C.BrC[C:37]1[CH:44]=[CH:43][C:40]([C:41]#[N:42])=[CH:39][C:38]=1[Cl:45].CO.N(CC)CC. Product: [Cl:45][C:38]1[CH:39]=[C:40]([CH:43]=[CH:44][CH:37]=1)[C:41]#[N:42]. The catalyst class is: 23. (4) Reactant: N[C:2]1[S:6][C:5]([C:7]([O-:9])=[O:8])=[C:4]([I:10])[C:3]=1[C:11]#[N:12].[I:13]CI.N(OCCC[CH2:22][CH3:23])=O. Product: [C:11]([C:3]1[C:4]([I:10])=[C:5]([C:7]([O:9][CH2:22][CH3:23])=[O:8])[S:6][C:2]=1[I:13])#[N:12]. The catalyst class is: 10. (5) Reactant: C([O:3][C:4]([C:6]1[C:7]([C:17]([F:20])([F:19])[F:18])=[N:8][N:9]([C:11]2[CH:16]=[CH:15][CH:14]=[CH:13][CH:12]=2)[CH:10]=1)=[O:5])C.[OH-].[Na+].Cl. Product: [C:11]1([N:9]2[CH:10]=[C:6]([C:4]([OH:5])=[O:3])[C:7]([C:17]([F:19])([F:20])[F:18])=[N:8]2)[CH:12]=[CH:13][CH:14]=[CH:15][CH:16]=1. The catalyst class is: 5. (6) Product: [CH2:24]([N:20]1[C:21]2[C:16](=[CH:15][C:14]([N:9]3[CH2:10][CH2:11][N:7]([C:3]4[CH:2]=[N:1][CH:6]=[CH:5][CH:4]=4)[C:8]3=[O:12])=[CH:23][CH:22]=2)[CH2:17][CH2:18][C:19]1=[O:26])[CH3:25]. Reactant: [N:1]1[CH:6]=[CH:5][CH:4]=[C:3]([N:7]2[CH2:11][CH2:10][NH:9][C:8]2=[O:12])[CH:2]=1.Br[C:14]1[CH:15]=[C:16]2[C:21](=[CH:22][CH:23]=1)[N:20]([CH2:24][CH3:25])[C:19](=[O:26])[CH2:18][CH2:17]2.N[C@@H]1CCCC[C@H]1N.C(=O)([O-])[O-].[K+].[K+]. The catalyst class is: 246. (7) Reactant: O.O=[CH:3][C:4]([OH:6])=[O:5].[NH2:7][C:8]1[CH:13]=[CH:12][CH:11]=[CH:10][CH:9]=1.[CH2:14]([O:21][C:22]1[N:27]=[CH:26][C:25](B(O)O)=[CH:24][CH:23]=1)[C:15]1[CH:20]=[CH:19][CH:18]=[CH:17][CH:16]=1. Product: [CH2:14]([O:21][C:22]1[N:27]=[CH:26][C:25]([CH:3]([NH:7][C:8]2[CH:13]=[CH:12][CH:11]=[CH:10][CH:9]=2)[C:4]([OH:6])=[O:5])=[CH:24][CH:23]=1)[C:15]1[CH:16]=[CH:17][CH:18]=[CH:19][CH:20]=1. The catalyst class is: 10. (8) Reactant: [CH3:1][CH2:2][C@H:3]1[O:18][C:16](=[O:17])[C@H:15]([CH3:19])[C@@H:14]([O:20][C@@H:21]2[O:26][C@@H:25]([CH3:27])[C@H:24]([OH:28])[C@@:23]([O:30][CH3:31])([CH3:29])[CH2:22]2)[C@H:13]([CH3:32])[C@@H:12]([O:33][C@@H:34]2[O:39][C@H:38]([CH3:40])[CH2:37][C@H:36]([N:41](C)[CH3:42])[C@H:35]2[OH:44])[C@@:11]([OH:46])([CH3:45])[CH2:10][C@@H:9]([CH3:47])[CH2:8][N:7]([CH3:48])[C@H:6]([CH3:49])[C@@H:5]([OH:50])[C@@:4]1([OH:52])[CH3:51].C([O-])(=O)C.[Na+].II.[OH-].[Na+].C(Cl)Cl.CO.[NH4+].[OH-].[NH4+].[OH-]. Product: [CH3:1][CH2:2][C@H:3]1[O:18][C:16](=[O:17])[C@H:15]([CH3:19])[C@@H:14]([O:20][C@@H:21]2[O:26][C@@H:25]([CH3:27])[C@H:24]([OH:28])[C@@:23]([O:30][CH3:31])([CH3:29])[CH2:22]2)[C@H:13]([CH3:32])[C@@H:12]([O:33][C@@H:34]2[O:39][C@H:38]([CH3:40])[CH2:37][C@H:36]([NH:41][CH3:42])[C@H:35]2[OH:44])[C@@:11]([OH:46])([CH3:45])[CH2:10][C@@H:9]([CH3:47])[CH2:8][N:7]([CH3:48])[C@H:6]([CH3:49])[C@@H:5]([OH:50])[C@@:4]1([OH:52])[CH3:51]. The catalyst class is: 24.